The task is: Predict the reactants needed to synthesize the given product.. This data is from Retrosynthesis with 50K atom-mapped reactions and 10 reaction types from USPTO. (1) The reactants are: C=O.COc1ccc(C(=O)NC(=O)NC2CCNCC2)cc1.c1ccc2[nH]ccc2c1. Given the product COc1ccc(C(=O)NC(=O)NC2CCN(Cc3c[nH]c4ccccc34)CC2)cc1, predict the reactants needed to synthesize it. (2) Given the product COCCCN1C(=O)COc2ccc(CO[C@H]3CN(C(=O)OC(C)(C)C)CC[C@]3(O)c3ccc(Cl)cc3CCO[Si](C(C)C)(C(C)C)C(C)C)cc21, predict the reactants needed to synthesize it. The reactants are: CC(C)[Si](OCCc1cc(Cl)ccc1[C@@]1(O)CCN(C(=O)OC(C)(C)C)C[C@@H]1O)(C(C)C)C(C)C.COCCCN1C(=O)COc2ccc(CBr)cc21. (3) The reactants are: CC1(C)OB(c2ccc(O)cc2)OC1(C)C.Cc1cc(Br)ccc1C(=O)O. Given the product Cc1cc(-c2ccc(O)cc2)ccc1C(=O)O, predict the reactants needed to synthesize it. (4) The reactants are: Brc1cnc2c(-c3ccccc3)cnn2c1.O=Cc1ccc(B(O)O)cc1. Given the product O=Cc1ccc(-c2cnc3c(-c4ccccc4)cnn3c2)cc1, predict the reactants needed to synthesize it. (5) The reactants are: O=C(Nc1ccc(Cl)c(C(=O)O)c1)c1cccc(C(F)(F)F)c1. Given the product O=C(Nc1ccc(Cl)c(CO)c1)c1cccc(C(F)(F)F)c1, predict the reactants needed to synthesize it.